This data is from Human Reference Interactome with 51,813 positive PPI pairs across 8,248 proteins, plus equal number of experimentally-validated negative pairs. The task is: Binary Classification. Given two protein amino acid sequences, predict whether they physically interact or not. Protein 1 (ENSG00000273274) has sequence MEMQSYYAKLLGELNEQRKRDFFCDCSIIVEGRIFKAHRNILFANSGYFRALLIHYIQDSGRHSTASLDIVTSDAFSIILDFLYSGKLDLCGENVIEVMSAASYLQMNDVVNFCKTYIRSSLDICRKMEKEAAVAAAVAAAAAAAAAAAAAAAHQVDSESPSSGREGTSCGTKSLVSSPAEGEKSVECLRESPCGDCGDCHPLELVVRDSLGGGSADSNLSTPPKRIEPKVEFDADEVEVDVGEQLQQYAAPLNLAHVEEALPSGQAVDLAYSNYHVKQFLEALLRNSAAPSKDDADHHF.... Protein 2 (ENSG00000049759) has sequence MATGLGEPVYGLSEDEGESRILRVKVVSGIDLAKKDIFGASDPYVKLSLYVADENRELALVQTKTIKKTLNPKWNEEFYFRVNPSNHRLLFEVFDENRLTRDDFLGQVDVPLSHLPTEDPTMERPYTFKDFLLRPRSHKSRVKGFLRLKMAYMPKNGGQDEENSDQRDDMEHGWEVVDSNDSASQHQEELPPPPLPPGWEEKVDNLGRTYYVNHNNRTTQWHRPSLMDVSSESDNNIRQINQEAAHRRFRSRRHISEDLEPEPSEGGDVPEPWETISEEVNIAGDSLGLALPPPPASPGS.... Result: 0 (the proteins do not interact).